This data is from Forward reaction prediction with 1.9M reactions from USPTO patents (1976-2016). The task is: Predict the product of the given reaction. (1) Given the reactants IC1C=CC=CC=1[NH2:4].C(=O)C1C=CC=CC=1.[C:17]1([C:23]#[C:24][C:25]([OH:27])=O)[CH:22]=[CH:21][CH:20]=[CH:19][CH:18]=1.N#[C-], predict the reaction product. The product is: [C:17]1([C:23]#[C:24][C:25]([NH2:4])=[O:27])[CH:22]=[CH:21][CH:20]=[CH:19][CH:18]=1. (2) Given the reactants [C:1]([NH:5][C:6]([C:8]1[C:16]2[C:11](=[N:12][CH:13]=[C:14]([NH:17][C:18]3[O:22][N:21]=[C:20]([CH3:23])[CH:19]=3)[N:15]=2)[N:10](COCC[Si](C)(C)C)[CH:9]=1)=[O:7])([CH3:4])([CH3:3])[CH3:2].FC(F)(F)C(O)=O, predict the reaction product. The product is: [C:1]([NH:5][C:6]([C:8]1[C:16]2[C:11](=[N:12][CH:13]=[C:14]([NH:17][C:18]3[O:22][N:21]=[C:20]([CH3:23])[CH:19]=3)[N:15]=2)[NH:10][CH:9]=1)=[O:7])([CH3:4])([CH3:3])[CH3:2]. (3) Given the reactants C1(C)C=CC(S(Cl)(=O)=[O:8])=CC=1.[O:12]1[C:21]2[C:16](=[CH:17][CH:18]=[CH:19][CH:20]=2)[C:15](=NO)[CH2:14][CH2:13]1, predict the reaction product. The product is: [O:12]1[C:21]2[C:16](=[CH:17][CH:18]=[CH:19][CH:20]=2)[C:15](=[O:8])[CH2:14][CH2:13]1. (4) Given the reactants [F:1][C:2]1[CH:7]=[CH:6][C:5]([CH:8]([NH2:10])[CH3:9])=[CH:4][C:3]=1[C:11]#[C:12][CH:13]([OH:15])[CH3:14].[NH2:16][C:17]1[N:22]=[C:21](Cl)[N:20]=[C:19]([C:24]([F:27])([CH3:26])[CH3:25])[N:18]=1.C(=O)([O-])[O-].[K+].[K+], predict the reaction product. The product is: [NH2:16][C:17]1[N:22]=[C:21]([NH:10][CH:8]([C:5]2[CH:6]=[CH:7][C:2]([F:1])=[C:3]([C:11]#[C:12][CH:13]([OH:15])[CH3:14])[CH:4]=2)[CH3:9])[N:20]=[C:19]([C:24]([F:27])([CH3:25])[CH3:26])[N:18]=1.